Dataset: NCI-60 drug combinations with 297,098 pairs across 59 cell lines. Task: Regression. Given two drug SMILES strings and cell line genomic features, predict the synergy score measuring deviation from expected non-interaction effect. (1) Drug 1: C1CN1P(=S)(N2CC2)N3CC3. Drug 2: CCC(=C(C1=CC=CC=C1)C2=CC=C(C=C2)OCCN(C)C)C3=CC=CC=C3.C(C(=O)O)C(CC(=O)O)(C(=O)O)O. Cell line: UACC62. Synergy scores: CSS=12.6, Synergy_ZIP=-5.90, Synergy_Bliss=3.00, Synergy_Loewe=-6.16, Synergy_HSA=1.51. (2) Drug 1: CS(=O)(=O)C1=CC(=C(C=C1)C(=O)NC2=CC(=C(C=C2)Cl)C3=CC=CC=N3)Cl. Drug 2: CC1CCC2CC(C(=CC=CC=CC(CC(C(=O)C(C(C(=CC(C(=O)CC(OC(=O)C3CCCCN3C(=O)C(=O)C1(O2)O)C(C)CC4CCC(C(C4)OC)O)C)C)O)OC)C)C)C)OC. Cell line: SF-539. Synergy scores: CSS=18.7, Synergy_ZIP=1.07, Synergy_Bliss=2.57, Synergy_Loewe=-4.93, Synergy_HSA=4.67. (3) Drug 1: CCCS(=O)(=O)NC1=C(C(=C(C=C1)F)C(=O)C2=CNC3=C2C=C(C=N3)C4=CC=C(C=C4)Cl)F. Drug 2: C1=C(C(=O)NC(=O)N1)F. Cell line: SK-MEL-5. Synergy scores: CSS=57.4, Synergy_ZIP=-5.54, Synergy_Bliss=-7.88, Synergy_Loewe=-2.86, Synergy_HSA=-0.0541. (4) Drug 1: C1=C(C(=O)NC(=O)N1)F. Drug 2: CC(C1=C(C=CC(=C1Cl)F)Cl)OC2=C(N=CC(=C2)C3=CN(N=C3)C4CCNCC4)N. Cell line: MALME-3M. Synergy scores: CSS=36.5, Synergy_ZIP=3.80, Synergy_Bliss=3.34, Synergy_Loewe=4.01, Synergy_HSA=4.24. (5) Cell line: MCF7. Synergy scores: CSS=22.8, Synergy_ZIP=-5.46, Synergy_Bliss=-4.13, Synergy_Loewe=-48.6, Synergy_HSA=-6.54. Drug 2: C1CCC(C(C1)N)N.C(=O)(C(=O)[O-])[O-].[Pt+4]. Drug 1: CC1=C(C=C(C=C1)NC2=NC=CC(=N2)N(C)C3=CC4=NN(C(=C4C=C3)C)C)S(=O)(=O)N.Cl. (6) Drug 2: COC1=C2C(=CC3=C1OC=C3)C=CC(=O)O2. Synergy scores: CSS=20.5, Synergy_ZIP=8.39, Synergy_Bliss=11.1, Synergy_Loewe=-42.2, Synergy_HSA=7.24. Cell line: PC-3. Drug 1: CC1=C(C(=CC=C1)Cl)NC(=O)C2=CN=C(S2)NC3=CC(=NC(=N3)C)N4CCN(CC4)CCO. (7) Drug 1: CN1C(=O)N2C=NC(=C2N=N1)C(=O)N. Drug 2: C1=NC2=C(N1)C(=S)N=CN2. Cell line: SW-620. Synergy scores: CSS=15.8, Synergy_ZIP=-10.6, Synergy_Bliss=-4.56, Synergy_Loewe=-2.59, Synergy_HSA=-3.15. (8) Drug 1: CC1C(C(=O)NC(C(=O)N2CCCC2C(=O)N(CC(=O)N(C(C(=O)O1)C(C)C)C)C)C(C)C)NC(=O)C3=C4C(=C(C=C3)C)OC5=C(C(=O)C(=C(C5=N4)C(=O)NC6C(OC(=O)C(N(C(=O)CN(C(=O)C7CCCN7C(=O)C(NC6=O)C(C)C)C)C)C(C)C)C)N)C. Drug 2: C1=NC(=NC(=O)N1C2C(C(C(O2)CO)O)O)N. Cell line: SF-295. Synergy scores: CSS=8.92, Synergy_ZIP=-3.69, Synergy_Bliss=-1.79, Synergy_Loewe=-2.53, Synergy_HSA=-2.37.